The task is: Predict the reaction yield, written as a fraction of the theoretical maximum amount of product (1.0 means a 100% yield; for example, 0.34 means a 34% yield).. This data is from Reaction yield outcomes from USPTO patents with 853,638 reactions. (1) The reactants are [CH:1]([C:4]1[CH:9]=[CH:8][C:7]([CH2:10][C:11]#[N:12])=[CH:6][CH:5]=1)([CH3:3])[CH3:2].[CH3:13][Si]([N-][Si](C)(C)C)(C)C.[Li+].IC. The catalyst is O1CCCC1. The product is [CH:1]([C:4]1[CH:5]=[CH:6][C:7]([CH:10]([CH3:13])[C:11]#[N:12])=[CH:8][CH:9]=1)([CH3:3])[CH3:2]. The yield is 0.730. (2) The reactants are Cl[C:2]1[N:7]=[C:6]2[N:8]=[C:9]([Cl:12])[CH:10]=[CH:11][C:5]2=[N:4][CH:3]=1.[NH:13]1[CH2:18][CH2:17][O:16][CH2:15][CH2:14]1.C(N(CC)CC)C.O. The catalyst is C(Cl)Cl. The product is [Cl:12][C:9]1[CH:10]=[CH:11][C:5]2[C:6]([N:8]=1)=[N:7][C:2]([N:13]1[CH2:18][CH2:17][O:16][CH2:15][CH2:14]1)=[CH:3][N:4]=2. The yield is 0.400. (3) The reactants are Br[C:2]1[CH:22]=[CH:21][C:5]([CH2:6][S:7]([NH:10][C:11]2[CH:19]=[CH:18][C:14]([C:15]([OH:17])=[O:16])=[C:13]([OH:20])[CH:12]=2)(=[O:9])=[O:8])=[CH:4][CH:3]=1.[F:23][C:24]1[CH:29]=[CH:28][C:27]([F:30])=[CH:26][C:25]=1B(O)O.CCN(C(C)C)C(C)C.C(Cl)Cl. The catalyst is C1C=CC(P(C2C=CC=CC=2)[C-]2C=CC=C2)=CC=1.C1C=CC(P(C2C=CC=CC=2)[C-]2C=CC=C2)=CC=1.Cl[Pd]Cl.[Fe+2]. The product is [F:23][C:24]1[CH:29]=[CH:28][C:27]([F:30])=[CH:26][C:25]=1[C:2]1[CH:22]=[CH:21][C:5]([CH2:6][S:7]([NH:10][C:11]2[CH:19]=[CH:18][C:14]([C:15]([OH:17])=[O:16])=[C:13]([OH:20])[CH:12]=2)(=[O:9])=[O:8])=[CH:4][CH:3]=1. The yield is 0.950. (4) The reactants are [NH2:1][C:2]1[CH:7]=[CH:6][C:5]([OH:8])=[CH:4][N:3]=1.CC(C)([O-])C.[K+].Cl[C:16]1[CH:21]=[CH:20][N:19]=[C:18]([C:22]([NH:24][CH:25]([CH3:27])[CH3:26])=[O:23])[CH:17]=1. The catalyst is CC(N(C)C)=O.CCOC(C)=O. The product is [NH2:1][C:2]1[N:3]=[CH:4][C:5]([O:8][C:16]2[CH:21]=[CH:20][N:19]=[C:18]([C:22]([NH:24][CH:25]([CH3:27])[CH3:26])=[O:23])[CH:17]=2)=[CH:6][CH:7]=1. The yield is 0.570.